This data is from Forward reaction prediction with 1.9M reactions from USPTO patents (1976-2016). The task is: Predict the product of the given reaction. (1) Given the reactants [C:1]([O:5][C:6]([N:8]1[CH2:12]CC[C@H:9]1[C:13](O)=[O:14])=[O:7])([CH3:4])([CH3:3])[CH3:2].[F:16][C:17]([F:37])([F:36])[C:18]1[CH:19]=[C:20]([S:24]([N:27]2[CH2:31][C@@H:30]3[C@@H:32]([NH2:35])[CH2:33][CH2:34][C@@H:29]3[CH2:28]2)(=[O:26])=[O:25])[CH:21]=[CH:22][CH:23]=1.F[C:39](F)(F)[C:40]1[CH:41]=[C:42](S(N2C[C@H]3[C@H](N)CC[C@H]3C2)(=O)=O)[CH:43]=[CH:44][CH:45]=1, predict the reaction product. The product is: [F:37][C:17]([F:16])([F:36])[C:18]1[CH:19]=[C:20]([S:24]([N:27]2[CH2:31][C@@H:30]3[C@@H:32]([NH:35][C:13]([C@@H:9]4[CH2:39][C:40]5[C:45](=[CH:44][CH:43]=[CH:42][CH:41]=5)[CH2:12][N:8]4[C:6]([O:5][C:1]([CH3:4])([CH3:3])[CH3:2])=[O:7])=[O:14])[CH2:33][CH2:34][C@@H:29]3[CH2:28]2)(=[O:25])=[O:26])[CH:21]=[CH:22][CH:23]=1. (2) Given the reactants C(OC(=O)[NH:7][CH:8]([C:21](=[O:47])[N:22]([CH:26]([C:36]1[NH:37][CH:38]=[C:39]([C:41]2[CH:46]=[CH:45][CH:44]=[CH:43][CH:42]=2)[N:40]=1)[CH2:27][O:28]CC1C=CC=CC=1)[CH:23]([CH3:25])[CH3:24])[CH2:9][C:10]1[C:15]([CH3:16])=[CH:14][C:13]([C:17](=[O:19])[NH2:18])=[CH:12][C:11]=1[CH3:20])(C)(C)C.I[Si](C)(C)C.CO.O.C(#N)C, predict the reaction product. The product is: [NH2:7][CH:8]([C:21](=[O:47])[N:22]([CH:26]([C:36]1[NH:37][CH:38]=[C:39]([C:41]2[CH:46]=[CH:45][CH:44]=[CH:43][CH:42]=2)[N:40]=1)[CH2:27][OH:28])[CH:23]([CH3:25])[CH3:24])[CH2:9][C:10]1[C:15]([CH3:16])=[CH:14][C:13]([C:17]([NH2:18])=[O:19])=[CH:12][C:11]=1[CH3:20]. (3) Given the reactants [CH:1]12[NH:12][CH:9]([CH2:10][CH2:11]1)[CH2:8][C:7]1[CH:6]=[CH:5][C:4]([NH2:13])=[CH:3][C:2]2=1.Cl[C:15]1[N:20]=[C:19]([NH:21][C@@H:22]2[CH2:27][CH2:26][CH2:25][CH2:24][C@H:23]2[NH:28][S:29]([CH3:32])(=[O:31])=[O:30])[C:18]([Cl:33])=[CH:17][N:16]=1, predict the reaction product. The product is: [CH:1]12[NH:12][CH:9]([CH2:10][CH2:11]1)[CH2:8][C:7]1[CH:6]=[CH:5][C:4]([NH:13][C:15]3[N:20]=[C:19]([NH:21][C@@H:22]4[CH2:27][CH2:26][CH2:25][CH2:24][C@H:23]4[NH:28][S:29]([CH3:32])(=[O:30])=[O:31])[C:18]([Cl:33])=[CH:17][N:16]=3)=[CH:3][C:2]2=1. (4) Given the reactants [CH:1]([C:3]1[CH:12]=[CH:11][C:6]([C:7]([O:9][CH3:10])=[O:8])=[CH:5][C:4]=1[OH:13])=[O:2].[C:14](=O)([O-])[O-].[K+].[K+].[CH:20]1(Br)[CH2:22][CH2:21]1, predict the reaction product. The product is: [CH:20]1([CH2:14][O:13][C:4]2[CH:5]=[C:6]([CH:11]=[CH:12][C:3]=2[CH:1]=[O:2])[C:7]([O:9][CH3:10])=[O:8])[CH2:22][CH2:21]1. (5) Given the reactants [C:1]1([C:32]2[CH:37]=[CH:36][CH:35]=[CH:34][CH:33]=2)[CH:6]=[CH:5][C:4]([C:7]([N:9]2[CH2:14][CH2:13][N:12]([C:15]3[C:16]4[CH:29]=[C:28]([CH2:30][CH3:31])[S:27][C:17]=4[N:18]=[C:19]([NH:21]C(=O)COC)[N:20]=3)[CH2:11][CH2:10]2)=[O:8])=[CH:3][CH:2]=1.[CH2:38]([O:45][C:46]([NH:48][C@@H:49]([CH2:53][O:54][C:55]([CH3:58])([CH3:57])[CH3:56])[C:50]([OH:52])=O)=[O:47])[C:39]1[CH:44]=[CH:43][CH:42]=[CH:41][CH:40]=1, predict the reaction product. The product is: [C:1]1([C:32]2[CH:37]=[CH:36][CH:35]=[CH:34][CH:33]=2)[CH:6]=[CH:5][C:4]([C:7]([N:9]2[CH2:10][CH2:11][N:12]([C:15]3[C:16]4[CH:29]=[C:28]([CH2:30][CH3:31])[S:27][C:17]=4[N:18]=[C:19]([NH:21][C:50]([CH:49]([NH:48][C:46](=[O:47])[O:45][CH2:38][C:39]4[CH:40]=[CH:41][CH:42]=[CH:43][CH:44]=4)[CH2:53][O:54][C:55]([CH3:58])([CH3:57])[CH3:56])=[O:52])[N:20]=3)[CH2:13][CH2:14]2)=[O:8])=[CH:3][CH:2]=1. (6) Given the reactants [CH3:1][C:2]1[C:3]([C:12]2[N:17]=[CH:16][CH:15]=[CH:14][N:13]=2)=[C:4]([CH:9]=[CH:10][CH:11]=1)[C:5]([O:7]C)=[O:6].[OH-].[Na+], predict the reaction product. The product is: [CH3:1][C:2]1[C:3]([C:12]2[N:13]=[CH:14][CH:15]=[CH:16][N:17]=2)=[C:4]([CH:9]=[CH:10][CH:11]=1)[C:5]([OH:7])=[O:6]. (7) Given the reactants Cl[C:2]1[CH:7]=[CH:6][C:5]([N+:8]([O-:10])=[O:9])=[C:4]([O:11][CH3:12])[CH:3]=1.[N:13]1[CH:18]=[CH:17][CH:16]=[C:15](B(O)O)[CH:14]=1.C([O-])([O-])=O.[Na+].[Na+], predict the reaction product. The product is: [CH3:12][O:11][C:4]1[CH:3]=[C:2]([C:15]2[CH:14]=[N:13][CH:18]=[CH:17][CH:16]=2)[CH:7]=[CH:6][C:5]=1[N+:8]([O-:10])=[O:9]. (8) The product is: [C:2]([O:6][C:7]([C:9]1[S:10][C:11]([CH2:14][CH2:15][CH2:16][NH:17][CH2:27][CH2:26][CH2:25][C:21]2[CH:22]=[CH:23][CH:24]=[C:19]([Br:18])[CH:20]=2)=[CH:12][CH:13]=1)=[O:8])([CH3:5])([CH3:4])[CH3:3]. Given the reactants Cl.[C:2]([O:6][C:7]([C:9]1[S:10][C:11]([CH2:14][CH2:15][CH2:16][NH2:17])=[CH:12][CH:13]=1)=[O:8])([CH3:5])([CH3:4])[CH3:3].[Br:18][C:19]1[CH:20]=[C:21]([CH2:25][CH2:26][CH:27]=O)[CH:22]=[CH:23][CH:24]=1, predict the reaction product. (9) Given the reactants [Br:1][C:2]1[CH:10]=[C:9]2[C:5]([CH2:6][CH2:7][C:8]2=[O:11])=[CH:4][C:3]=1[CH3:12].[C:13]([O:17]C)(=O)[CH:14]=[CH2:15].[CH3:19][C:20](C)([O-])C.[K+].[OH-].[K+], predict the reaction product. The product is: [Br:1][C:2]1[CH:10]=[C:9]2[C:5]([CH2:6][C:7]3([CH2:15][CH2:14][C:13](=[O:17])[CH2:20][CH2:19]3)[C:8]2=[O:11])=[CH:4][C:3]=1[CH3:12].